This data is from Buchwald-Hartwig C-N cross coupling reaction yields with 55,370 reactions. The task is: Predict the reaction yield, written as a fraction of the theoretical maximum amount of product (1.0 means a 100% yield; for example, 0.34 means a 34% yield). (1) The reactants are COc1ccc(Br)cc1.Cc1ccc(N)cc1.O=S(=O)(O[Pd]1c2ccccc2-c2ccccc2N~1)C(F)(F)F.COc1ccc(OC)c(P([C@]23C[C@H]4C[C@H](C[C@H](C4)C2)C3)[C@]23C[C@H]4C[C@H](C[C@H](C4)C2)C3)c1-c1c(C(C)C)cc(C(C)C)cc1C(C)C.CN1CCCN2CCCN=C12.Fc1cccc(F)c1-c1ccno1. No catalyst specified. The product is COc1ccc(Nc2ccc(C)cc2)cc1. The yield is 0.270. (2) The reactants are Ic1cccnc1.Cc1ccc(N)cc1.O=S(=O)(O[Pd]1c2ccccc2-c2ccccc2N~1)C(F)(F)F.COc1ccc(OC)c(P([C@]23C[C@H]4C[C@H](C[C@H](C4)C2)C3)[C@]23C[C@H]4C[C@H](C[C@H](C4)C2)C3)c1-c1c(C(C)C)cc(C(C)C)cc1C(C)C.CCN=P(N=P(N(C)C)(N(C)C)N(C)C)(N(C)C)N(C)C.CCOC(=O)c1cnoc1. No catalyst specified. The product is Cc1ccc(Nc2cccnc2)cc1. The yield is 0.0712.